The task is: Predict which catalyst facilitates the given reaction.. This data is from Catalyst prediction with 721,799 reactions and 888 catalyst types from USPTO. (1) Reactant: [H-].[H-].[H-].[H-].[Li+].[Al+3].[C:7]([NH:10][C:11]1[CH:16]=[CH:15][C:14]([N:17]([CH3:19])[CH3:18])=[CH:13][CH:12]=1)(=O)[CH3:8]. Product: [CH3:18][N:17]([CH3:19])[C:14]1[CH:15]=[CH:16][C:11]([NH:10][CH2:7][CH3:8])=[CH:12][CH:13]=1. The catalyst class is: 1. (2) Reactant: [NH2:1][C:2]1[CH:3]=[C:4]([OH:8])[CH:5]=[CH:6][CH:7]=1.CO[CH:11]1[CH2:15][CH2:14]O[C:12]1([O:18]C)C=O.[CH3:20]CCCCC.CCOC(C)=O. Product: [OH:8][C:4]1[CH:3]=[C:2]([N:1]2[CH:14]=[CH:15][C:11]([CH:12]=[O:18])=[CH:20]2)[CH:7]=[CH:6][CH:5]=1. The catalyst class is: 86. (3) The catalyst class is: 2. Product: [Br:1][C:2]1[CH:9]=[CH:8][C:5]([CH:6]=[N:15][C:11]([CH3:14])([CH3:13])[CH3:12])=[C:4]([F:10])[CH:3]=1. Reactant: [Br:1][C:2]1[CH:9]=[CH:8][C:5]([CH:6]=O)=[C:4]([F:10])[CH:3]=1.[C:11]([NH2:15])([CH3:14])([CH3:13])[CH3:12]. (4) Reactant: S(Cl)(Cl)=O.[C:5]([CH2:7][C:8]1[CH:13]=[CH:12][CH:11]=[CH:10][C:9]=1[C:14]1[CH:19]=[CH:18][C:17]([C:20]([OH:22])=O)=[CH:16][CH:15]=1)#[N:6].[N:23]1[CH:28]=[CH:27][CH:26]=[C:25]([CH2:29][NH:30][C:31]([C:33]2[N:42]3[C:36]([CH2:37][NH:38][C:39]4[CH:46]=[CH:45][CH:44]=[CH:43][C:40]=4[CH2:41]3)=[CH:35][CH:34]=2)=[O:32])[CH:24]=1.CN(C)C=O. Product: [C:5]([CH2:7][C:8]1[CH:13]=[CH:12][CH:11]=[CH:10][C:9]=1[C:14]1[CH:15]=[CH:16][C:17]([C:20]([N:38]2[C:39]3[CH:46]=[CH:45][CH:44]=[CH:43][C:40]=3[CH2:41][N:42]3[C:33]([C:31]([NH:30][CH2:29][C:25]4[CH:24]=[N:23][CH:28]=[CH:27][CH:26]=4)=[O:32])=[CH:34][CH:35]=[C:36]3[CH2:37]2)=[O:22])=[CH:18][CH:19]=1)#[N:6]. The catalyst class is: 12.